From a dataset of Full USPTO retrosynthesis dataset with 1.9M reactions from patents (1976-2016). Predict the reactants needed to synthesize the given product. (1) Given the product [CH2:1]([O:3][C:4]([C:6]1[C:7](=[O:29])[C:8]2[CH:13]=[N:12][C:11]([NH:30][C:31]3[CH:41]=[CH:40][CH:39]=[C:33]([C:34](=[O:35])[N:36]([CH3:37])[CH3:38])[CH:32]=3)=[N:10][C:9]=2[N:18]([C:20]2[CH:21]=[C:22]3[C:26](=[CH:27][CH:28]=2)[CH2:25][CH2:24][CH2:23]3)[CH:19]=1)=[O:5])[CH3:2], predict the reactants needed to synthesize it. The reactants are: [CH2:1]([O:3][C:4]([C:6]1[C:7](=[O:29])[C:8]2[CH:13]=[N:12][C:11](S(C)(=O)=O)=[N:10][C:9]=2[N:18]([C:20]2[CH:21]=[C:22]3[C:26](=[CH:27][CH:28]=2)[CH2:25][CH2:24][CH2:23]3)[CH:19]=1)=[O:5])[CH3:2].[NH2:30][C:31]1[CH:32]=[C:33]([CH:39]=[CH:40][CH:41]=1)[C:34]([N:36]([CH3:38])[CH3:37])=[O:35]. (2) Given the product [N:34]1[C:35]2[C:30](=[CH:29][CH:28]=[CH:27][C:26]=2[NH:25][C:7]([C:6]2[C:2]([CH3:1])=[C:3]([Si:21]([CH3:22])([CH3:24])[CH3:23])[NH:4][N:5]=2)=[O:20])[CH:31]=[CH:32][CH:33]=1, predict the reactants needed to synthesize it. The reactants are: [CH3:1][C:2]1[C:3]([Si:21]([CH3:24])([CH3:23])[CH3:22])=[N:4][N:5]2[C:7](=[O:20])[C:6]3=[C:2]([CH3:1])[C:3]([Si:21]([CH3:24])([CH3:23])[CH3:22])=[N:4][N:5]3[C:7](=[O:20])[C:6]=12.[NH2:25][C:26]1[CH:27]=[CH:28][CH:29]=[C:30]2[C:35]=1[N:34]=[CH:33][CH:32]=[CH:31]2.CCO.O. (3) Given the product [NH2:29][C:26]1[CH:25]=[CH:24][C:23]([C:6]2[CH:7]=[CH:8][C:9]([CH:11]([CH3:22])[C:12]([O:14][CH2:15][C:16]3[CH:17]=[CH:18][CH:19]=[CH:20][CH:21]=3)=[O:13])=[CH:10][C:5]=2[F:4])=[CH:28][CH:27]=1, predict the reactants needed to synthesize it. The reactants are: Cl[Sn]Cl.[F:4][C:5]1[CH:10]=[C:9]([CH:11]([CH3:22])[C:12]([O:14][CH2:15][C:16]2[CH:21]=[CH:20][CH:19]=[CH:18][CH:17]=2)=[O:13])[CH:8]=[CH:7][C:6]=1[C:23]1[CH:28]=[CH:27][C:26]([N+:29]([O-])=O)=[CH:25][CH:24]=1.C([O-])(O)=O.[Na+]. (4) Given the product [CH2:24]([C:25]1[NH:29][C:3]([CH:5]2[CH2:10][CH2:9][N:8]([C:11]([O:13][C:14]([CH3:17])([CH3:16])[CH3:15])=[O:12])[CH2:7][CH2:6]2)=[N:1][N:2]=1)[C:18]1[CH:23]=[CH:22][CH:21]=[CH:20][CH:19]=1, predict the reactants needed to synthesize it. The reactants are: [NH:1]([C:3]([CH:5]1[CH2:10][CH2:9][N:8]([C:11]([O:13][C:14]([CH3:17])([CH3:16])[CH3:15])=[O:12])[CH2:7][CH2:6]1)=O)[NH2:2].[C:18]1([CH2:24][C:25](=[NH:29])OCC)[CH:23]=[CH:22][CH:21]=[CH:20][CH:19]=1.CCN(C(C)C)C(C)C.C([O-])(O)=O.[Na+]. (5) The reactants are: [Cl:1][C:2]1[CH:7]=[C:6]([OH:8])[CH:5]=[CH:4][C:3]=1[CH:9]([CH3:28])[C:10]([C:16]1[CH:17]=[CH:18][C:19]2[O:24][CH2:23][C:22](=[O:25])[N:21]([CH3:26])[C:20]=2[CH:27]=1)([OH:15])[C:11]([F:14])([F:13])[F:12].[Cl:29][C:30]1[CH:31]=[C:32](B(O)O)[CH:33]=[CH:34][C:35]=1[C:36]([O:38][CH3:39])=[O:37]. Given the product [CH3:39][O:38][C:36](=[O:37])[C:35]1[CH:34]=[CH:33][C:32]([O:8][C:6]2[CH:5]=[CH:4][C:3]([CH:9]([CH3:28])[C:10]([OH:15])([C:16]3[CH:17]=[CH:18][C:19]4[O:24][CH2:23][C:22](=[O:25])[N:21]([CH3:26])[C:20]=4[CH:27]=3)[C:11]([F:12])([F:13])[F:14])=[C:2]([Cl:1])[CH:7]=2)=[CH:31][C:30]=1[Cl:29], predict the reactants needed to synthesize it. (6) Given the product [Cl:1][C:2]1[N:10]=[C:9]2[C:5]([N:6]=[CH:7][N:8]2[CH2:19][CH2:18][N:12]2[CH2:17][CH2:16][CH2:15][CH2:14][CH2:13]2)=[C:4]([Cl:11])[N:3]=1, predict the reactants needed to synthesize it. The reactants are: [Cl:1][C:2]1[N:10]=[C:9]2[C:5]([N:6]=[CH:7][NH:8]2)=[C:4]([Cl:11])[N:3]=1.[N:12]1([CH2:18][CH2:19]O)[CH2:17][CH2:16][CH2:15][CH2:14][CH2:13]1.